From a dataset of Reaction yield outcomes from USPTO patents with 853,638 reactions. Predict the reaction yield, written as a fraction of the theoretical maximum amount of product (1.0 means a 100% yield; for example, 0.34 means a 34% yield). (1) The reactants are [CH3:1][O:2][CH2:3][CH2:4][N:5]1[C:9]2[CH:10]=[CH:11][CH:12]=[CH:13][C:8]=2[N:7]=[C:6]1[CH2:14][NH:15][C:16]1[CH:21]=[CH:20][CH:19]=[CH:18][C:17]=1/[CH:22]=[CH:23]/[C:24]([O:26]C)=O.[NH2:28][OH:29].[OH-].[Na+]. The catalyst is O1CCCC1.CO. The product is [OH:29][NH:28][C:24](=[O:26])/[CH:23]=[CH:22]/[C:17]1[CH:18]=[CH:19][CH:20]=[CH:21][C:16]=1[NH:15][CH2:14][C:6]1[N:5]([CH2:4][CH2:3][O:2][CH3:1])[C:9]2[CH:10]=[CH:11][CH:12]=[CH:13][C:8]=2[N:7]=1. The yield is 0.150. (2) The reactants are Br[C:2]1[CH:7]=[CH:6][CH:5]=[CH:4][N:3]=1.[CH2:8]([C:12]1[O:13][C:14]2[C:20]([C:21]#[N:22])=[CH:19][CH:18]=[CH:17][C:15]=2[N:16]=1)[CH2:9][C:10]#[CH:11]. No catalyst specified. The product is [N:3]1[CH:4]=[CH:5][CH:6]=[CH:7][C:2]=1[C:11]#[C:10][CH2:9][CH2:8][C:12]1[O:13][C:14]2[C:20]([C:21]#[N:22])=[CH:19][CH:18]=[CH:17][C:15]=2[N:16]=1. The yield is 0.170.